Dataset: Peptide-MHC class II binding affinity with 134,281 pairs from IEDB. Task: Regression. Given a peptide amino acid sequence and an MHC pseudo amino acid sequence, predict their binding affinity value. This is MHC class II binding data. The peptide sequence is SLLVAPMPTASTAQI. The MHC is HLA-DPA10201-DPB10501 with pseudo-sequence HLA-DPA10201-DPB10501. The binding affinity (normalized) is 0.0324.